This data is from NCI-60 drug combinations with 297,098 pairs across 59 cell lines. The task is: Regression. Given two drug SMILES strings and cell line genomic features, predict the synergy score measuring deviation from expected non-interaction effect. (1) Drug 1: C1CCC(CC1)NC(=O)N(CCCl)N=O. Drug 2: C1=NC2=C(N1)C(=S)N=CN2. Cell line: NCI-H460. Synergy scores: CSS=11.6, Synergy_ZIP=-4.10, Synergy_Bliss=1.76, Synergy_Loewe=-0.634, Synergy_HSA=2.82. (2) Drug 1: C1CC(=O)NC(=O)C1N2CC3=C(C2=O)C=CC=C3N. Cell line: HL-60(TB). Drug 2: C1=C(C(=O)NC(=O)N1)N(CCCl)CCCl. Synergy scores: CSS=72.4, Synergy_ZIP=3.80, Synergy_Bliss=0.761, Synergy_Loewe=-14.6, Synergy_HSA=4.27.